Dataset: Full USPTO retrosynthesis dataset with 1.9M reactions from patents (1976-2016). Task: Predict the reactants needed to synthesize the given product. (1) Given the product [C:1]1([CH2:7][CH2:8][CH2:9][C:10]([N:12]2[C@H:19]([CH3:20])[CH2:18][CH2:17][C@H:13]2[C:14]([N:36]2[CH2:37][CH2:38][CH2:39][C@H:35]2[C:33](=[O:34])[CH2:32][O:31][C:28](=[O:30])[CH3:29])=[O:16])=[O:11])[CH:2]=[CH:3][CH:4]=[CH:5][CH:6]=1, predict the reactants needed to synthesize it. The reactants are: [C:1]1([CH2:7][CH2:8][CH2:9][C:10]([N:12]2[C@H:19]([CH3:20])[CH2:18][CH2:17][C@H:13]2[C:14]([OH:16])=O)=[O:11])[CH:6]=[CH:5][CH:4]=[CH:3][CH:2]=1.FC(F)(F)C(O)=O.[C:28]([O:31][CH2:32][C:33]([C@@H:35]1[CH2:39][CH2:38][CH2:37][NH:36]1)=[O:34])(=[O:30])[CH3:29]. (2) Given the product [F:11][C:12]1[CH:20]=[CH:19][CH:18]=[CH:17][C:13]=1[CH2:14][CH2:15][N:9]1[C:6]2[CH:7]=[CH:8][C:3]([I:2])=[CH:4][C:5]=2[C:32]2[CH2:31][N:30]([CH3:29])[CH2:35][CH2:34][C:33]1=2, predict the reactants needed to synthesize it. The reactants are: Cl.[I:2][C:3]1[CH:8]=[CH:7][C:6]([NH:9]N)=[CH:5][CH:4]=1.[F:11][C:12]1[CH:20]=[CH:19][CH:18]=[CH:17][C:13]=1[CH2:14][CH2:15]Br.C(N(CC)CC)C.Cl.[CH3:29][N:30]1[CH2:35][CH2:34][C:33](=O)[CH2:32][CH2:31]1.FC(F)(F)C([O-])=O. (3) Given the product [O:1]=[C:2]1[CH2:7][CH2:6][CH2:5][CH2:4][C:3]1=[N:26][NH:15][C:16]1[CH:24]=[CH:23][C:19]([C:20]([OH:22])=[O:21])=[CH:18][CH:17]=1, predict the reactants needed to synthesize it. The reactants are: [O:1]=[C:2]1[CH2:7][CH2:6][CH2:5][CH2:4][CH:3]1C=O.CC([O-])=O.[Na+].[NH2:15][C:16]1[CH:24]=[CH:23][C:19]([C:20]([OH:22])=[O:21])=[CH:18][CH:17]=1.Cl.[N:26]([O-])=O.[Na+]. (4) The reactants are: S(=O)(=O)(O)O.Cl.[CH2:7]([N:14]1[CH2:19][CH2:18][C:17]([OH:22])([C:20]#[N:21])[CH2:16][CH2:15]1)[C:8]1[CH:13]=[CH:12][CH:11]=[CH:10][CH:9]=1.[OH-:23].[Na+]. Given the product [CH2:7]([N:14]1[CH2:15][CH2:16][C:17]([OH:22])([C:20]([NH2:21])=[O:23])[CH2:18][CH2:19]1)[C:8]1[CH:9]=[CH:10][CH:11]=[CH:12][CH:13]=1, predict the reactants needed to synthesize it. (5) Given the product [C:23]1([CH2:22][N:5]2[CH:4]=[C:3]([CH2:2][N:1]([CH2:33][C:35]3[CH:40]=[CH:39][N:38]=[CH:37][CH:36]=3)[C:62](=[O:63])[C:61]([F:72])([F:71])[F:60])[S:7]/[C:6]/2=[N:8]\[S:9]([C:12]2[CH:21]=[CH:20][CH:19]=[CH:18][C:13]=2[C:14]([O:16][CH3:17])=[O:15])(=[O:10])=[O:11])[C:32]2[C:27](=[CH:28][CH:29]=[CH:30][CH:31]=2)[CH:26]=[CH:25][CH:24]=1, predict the reactants needed to synthesize it. The reactants are: [NH2:1][CH2:2][C:3]1[S:7]/[C:6](=[N:8]\[S:9]([C:12]2[CH:21]=[CH:20][CH:19]=[CH:18][C:13]=2[C:14]([O:16][CH3:17])=[O:15])(=[O:11])=[O:10])/[N:5]([CH2:22][C:23]2[C:32]3[C:27](=[CH:28][CH:29]=[CH:30][CH:31]=3)[CH:26]=[CH:25][CH:24]=2)[CH:4]=1.[CH:33]([C:35]1[CH:40]=[CH:39][N:38]=[CH:37][CH:36]=1)=O.C(O[BH-](OC(=O)C)OC(=O)C)(=O)C.[Na+].C(=O)([O-])O.[Na+].[F:60][C:61]([F:72])([F:71])[C:62](OC(=O)C(F)(F)F)=[O:63].C(N(CC)CC)C.[Cl-].[Na+]. (6) Given the product [CH2:13]([C:12]([C:17]1[CH:18]=[C:19]([CH3:33])[C:20]2[O:24][C:23]([C:25]([NH:27][CH2:28][C:29]([OH:31])=[O:30])=[O:26])=[CH:22][C:21]=2[CH:32]=1)([C:9]1[CH:10]=[CH:11][C:6]([O:5][CH2:4][CH:3]([OH:35])[C:2]([CH3:36])([CH3:37])[CH3:1])=[C:7]([CH3:34])[CH:8]=1)[CH2:15][CH3:16])[CH3:14], predict the reactants needed to synthesize it. The reactants are: [CH3:1][C:2]([CH3:37])([CH3:36])[C:3](=[O:35])[CH2:4][O:5][C:6]1[CH:11]=[CH:10][C:9]([C:12]([C:17]2[CH:18]=[C:19]([CH3:33])[C:20]3[O:24][C:23]([C:25]([NH:27][CH2:28][C:29]([OH:31])=[O:30])=[O:26])=[CH:22][C:21]=3[CH:32]=2)([CH2:15][CH3:16])[CH2:13][CH3:14])=[CH:8][C:7]=1[CH3:34].[BH4-].[Na+]. (7) Given the product [Br:12][C:4]1[NH:3][C:2]([CH3:1])=[C:10]2[C:5]=1[CH2:6][CH2:7][CH2:8][C:9]2=[O:11], predict the reactants needed to synthesize it. The reactants are: [CH3:1][C:2]1[NH:3][CH:4]=[C:5]2[C:10]=1[C:9](=[O:11])[CH2:8][CH2:7][CH2:6]2.[Br:12]N1C(=O)CCC1=O.S([O-])([O-])=O.[Na+].[Na+]. (8) The reactants are: Br[CH2:2][C:3]1[C:4]([C:19]([O:21]CC)=[O:20])=[N:5][O:6][C:7]=1[C:8]1[CH:13]=[CH:12][C:11]([C:14]([F:17])([F:16])[F:15])=[C:10]([F:18])[CH:9]=1.FC(F)(F)C(O)=[O:27]. Given the product [F:18][C:10]1[CH:9]=[C:8]([C:7]2[O:6][N:5]=[C:4]([C:19]([OH:21])=[O:20])[C:3]=2[CH2:2][OH:27])[CH:13]=[CH:12][C:11]=1[C:14]([F:15])([F:17])[F:16], predict the reactants needed to synthesize it.